This data is from Reaction yield outcomes from USPTO patents with 853,638 reactions. The task is: Predict the reaction yield, written as a fraction of the theoretical maximum amount of product (1.0 means a 100% yield; for example, 0.34 means a 34% yield). (1) The reactants are [CH3:1][N:2]1[CH2:7][CH2:6][C:5]([C:9]2[CH:10]=[C:11]3[C:15](=[CH:16][CH:17]=2)[CH2:14][N:13](C(C2C=CC=CC=2)(C2C=CC=CC=2)C2C=CC=CC=2)[CH2:12]3)([OH:8])[CH2:4][CH2:3]1.[ClH:37]. The catalyst is CO. The product is [ClH:37].[ClH:37].[CH2:14]1[C:15]2[C:11](=[CH:10][C:9]([C:5]3([OH:8])[CH2:6][CH2:7][N:2]([CH3:1])[CH2:3][CH2:4]3)=[CH:17][CH:16]=2)[CH2:12][NH:13]1. The yield is 1.00. (2) The reactants are [OH:1][CH2:2][CH2:3][CH2:4][C@@:5]1([C:29]2[CH:34]=[CH:33][CH:32]=[CH:31][CH:30]=2)[O:10][C:9](=[O:11])[N:8]([C@H:12]([C:14]2[CH:19]=[CH:18][C:17](B3OC(C)(C)C(C)(C)O3)=[CH:16][CH:15]=2)[CH3:13])[CH2:7][CH2:6]1.Br[C:36]1[CH:41]=[CH:40][N:39]([CH3:42])[C:38](=[O:43])[CH:37]=1.C([O-])([O-])=O.[Cs+].[Cs+]. The catalyst is O1CCOCC1.Cl[Pd](Cl)([P](C1C=CC=CC=1)(C1C=CC=CC=1)C1C=CC=CC=1)[P](C1C=CC=CC=1)(C1C=CC=CC=1)C1C=CC=CC=1. The product is [OH:1][CH2:2][CH2:3][CH2:4][C@@:5]1([C:29]2[CH:30]=[CH:31][CH:32]=[CH:33][CH:34]=2)[O:10][C:9](=[O:11])[N:8]([C@H:12]([C:14]2[CH:19]=[CH:18][C:17]([C:36]3[CH:41]=[CH:40][N:39]([CH3:42])[C:38](=[O:43])[CH:37]=3)=[CH:16][CH:15]=2)[CH3:13])[CH2:7][CH2:6]1. The yield is 0.510. (3) The reactants are [F:1][C:2]1[CH:3]=[C:4]([NH:11]C(=O)C(C)(C)C)[CH:5]=[CH:6][C:7]=1[N+:8]([O-:10])=[O:9].C(=O)([O-])[O-].[K+].[K+]. The catalyst is C(Cl)Cl.Cl.C(OCC)(=O)C. The product is [F:1][C:2]1[CH:3]=[C:4]([CH:5]=[CH:6][C:7]=1[N+:8]([O-:10])=[O:9])[NH2:11]. The yield is 0.990. (4) The reactants are [C:1]([O:16][CH:17]([CH2:20][O:21][C:22](=[O:36])[CH2:23][CH2:24][CH2:25][CH2:26][CH2:27][CH2:28][CH2:29][CH2:30][CH2:31][CH2:32][CH2:33][CH2:34][CH3:35])[CH2:18][OH:19])(=[O:15])[CH2:2][CH2:3][CH2:4][CH2:5][CH2:6][CH2:7][CH2:8][CH2:9][CH2:10][CH2:11][CH2:12][CH2:13][CH3:14].[C:37]1([CH3:47])[CH:42]=[CH:41][C:40]([S:43](Cl)(=[O:45])=[O:44])=[CH:39][CH:38]=1.Cl. The catalyst is N1C=CC=CC=1. The product is [C:1]([O:16][CH:17]([CH2:20][O:21][C:22](=[O:36])[CH2:23][CH2:24][CH2:25][CH2:26][CH2:27][CH2:28][CH2:29][CH2:30][CH2:31][CH2:32][CH2:33][CH2:34][CH3:35])[CH2:18][OH:19])(=[O:15])[CH2:2][CH2:3][CH2:4][CH2:5][CH2:6][CH2:7][CH2:8][CH2:9][CH2:10][CH2:11][CH2:12][CH2:13][CH3:14].[S:43]([C:40]1[CH:41]=[CH:42][C:37]([CH3:47])=[CH:38][CH:39]=1)([O-:15])(=[O:45])=[O:44]. The yield is 0.770. (5) The yield is 0.850. The catalyst is [Pd].C(OCC)(=O)C. The product is [CH3:1][O:2][C:3]1[CH:4]=[C:5]([CH:12]2[CH2:17][CH2:16][N:15]([CH2:18][CH2:19][CH3:20])[CH2:14][CH2:13]2)[CH:6]=[CH:7][C:8]=1[NH2:9]. The reactants are [CH3:1][O:2][C:3]1[CH:4]=[C:5]([C:12]2[CH2:13][CH2:14][N:15]([CH2:18][CH2:19][CH3:20])[CH2:16][CH:17]=2)[CH:6]=[CH:7][C:8]=1[N+:9]([O-])=O.CO. (6) The reactants are [C:1]([C:5]1[CH:10]=[CH:9][C:8]([N+:11]([O-:13])=[O:12])=[CH:7][C:6]=1N)([CH3:4])([CH3:3])[CH3:2].N([O-])=O.[Na+].[O-:19][S:20]([O-:22])=O.[Na+].[Na+].[ClH:25]. The catalyst is O.[O-]S([O-])(=O)=O.[Cu+2]. The product is [C:1]([C:5]1[CH:10]=[CH:9][C:8]([N+:11]([O-:13])=[O:12])=[CH:7][C:6]=1[S:20]([Cl:25])(=[O:22])=[O:19])([CH3:4])([CH3:3])[CH3:2]. The yield is 0.170. (7) The reactants are Br[CH2:2][C:3]1[NH:8][C:7]([C:9]2[S:10][CH:11]=[CH:12][N:13]=2)=[N:6][CH:5]([C:14]2[CH:19]=[CH:18][C:17]([F:20])=[CH:16][C:15]=2[Cl:21])[C:4]=1[C:22]([O:24][CH2:25][CH3:26])=[O:23].[CH3:27][C@H:28]1[O:33][CH2:32][CH2:31][NH:30][C@@H:29]1[C:34]([OH:36])=[O:35]. No catalyst specified. The product is [Cl:21][C:15]1[CH:16]=[C:17]([F:20])[CH:18]=[CH:19][C:14]=1[CH:5]1[N:6]=[C:7]([C:9]2[S:10][CH:11]=[CH:12][N:13]=2)[NH:8][C:3]([CH2:2][N:30]2[CH2:31][CH2:32][O:33][C@H:28]([CH3:27])[C@H:29]2[C:34]([OH:36])=[O:35])=[C:4]1[C:22]([O:24][CH2:25][CH3:26])=[O:23]. The yield is 0.600. (8) The reactants are [CH2:1]([C:3]1[C:11]2[C:6](=[C:7]([O:15][CH3:16])[CH:8]=[C:9]([C:12]([O-:14])=[O:13])[CH:10]=2)[NH:5][N:4]=1)[CH3:2].[Li+].[OH-]. The catalyst is C1COCC1. The product is [CH2:1]([C:3]1[C:11]2[C:6](=[C:7]([O:15][CH3:16])[CH:8]=[C:9]([C:12]([OH:14])=[O:13])[CH:10]=2)[NH:5][N:4]=1)[CH3:2]. The yield is 0.910. (9) The yield is 0.630. The catalyst is C1(C)C=CC=CC=1.CC([O-])=O.CC([O-])=O.[Pd+2]. The reactants are Br[C:2]1[C:3]([O:31][CH2:32][C:33]([F:36])([F:35])[F:34])=[N:4][CH:5]=[C:6]([CH:30]=1)[C:7]([NH:9][CH2:10][CH2:11][NH:12][C:13]([C:15]1[C:16]([C:26]([F:29])([F:28])[F:27])=[N:17][N:18]([C:20]2[CH:25]=[CH:24][CH:23]=[CH:22][CH:21]=2)[CH:19]=1)=[O:14])=[O:8].[C:37]1(B(O)O)[CH:42]=[CH:41][CH:40]=[CH:39][CH:38]=1.C(=O)([O-])[O-].[Cs+].[Cs+].C(N1CCN2CCN(CC(C)C)P1N(CC(C)C)CC2)C(C)C. The product is [C:37]1([C:2]2[C:3]([O:31][CH2:32][C:33]([F:35])([F:34])[F:36])=[N:4][CH:5]=[C:6]([CH:30]=2)[C:7]([NH:9][CH2:10][CH2:11][NH:12][C:13]([C:15]2[C:16]([C:26]([F:29])([F:28])[F:27])=[N:17][N:18]([C:20]3[CH:21]=[CH:22][CH:23]=[CH:24][CH:25]=3)[CH:19]=2)=[O:14])=[O:8])[CH:42]=[CH:41][CH:40]=[CH:39][CH:38]=1.